This data is from Catalyst prediction with 721,799 reactions and 888 catalyst types from USPTO. The task is: Predict which catalyst facilitates the given reaction. (1) Product: [C:31]([O:30][C:28]([NH:24][CH2:25][CH2:26][CH2:27][C:23](=[O:22])[CH2:15][P:16](=[O:21])([O:19][CH3:20])[O:17][CH3:18])=[O:29])([CH3:34])([CH3:33])[CH3:32]. The catalyst class is: 1. Reactant: C(NC(C)C)(C)C.C([Li])CCCCC.[CH3:15][P:16](=[O:21])([O:19][CH3:20])[O:17][CH3:18].[O:22]=[C:23]1[CH2:27][CH2:26][CH2:25][N:24]1[C:28]([O:30][C:31]([CH3:34])([CH3:33])[CH3:32])=[O:29].S(=O)(=O)(O)O. (2) Reactant: CN(C(ON1N=[N:16][C:11]2[CH:12]=[CH:13][CH:14]=[N:15][C:10]1=2)=[N+](C)C)C.F[P-](F)(F)(F)(F)F.[CH3:25][N:26]([CH3:54])[C:27](=[O:53])[NH:28][C:29]1[CH:30]=[C:31]([C:35]2[CH:36]=[C:37]3[C:41](=[CH:42][CH:43]=2)[N:40]([CH:44]2[CH2:49][CH2:48][CH2:47][CH2:46][O:45]2)[N:39]=[C:38]3[C:50](O)=[O:51])[CH:32]=[N:33][CH:34]=1.C(N(C(C)C)CC)(C)C.NC1C=NC=CC=1. Product: [CH3:25][N:26]([CH3:54])[C:27](=[O:53])[NH:28][C:29]1[CH:30]=[C:31]([C:35]2[CH:36]=[C:37]3[C:41](=[CH:42][CH:43]=2)[N:40]([CH:44]2[CH2:49][CH2:48][CH2:47][CH2:46][O:45]2)[N:39]=[C:38]3[C:50]([NH:16][C:11]2[CH:10]=[N:15][CH:14]=[CH:13][CH:12]=2)=[O:51])[CH:32]=[N:33][CH:34]=1. The catalyst class is: 3. (3) The catalyst class is: 10. Reactant: CC(OC(/N=N/C(OC(C)C)=O)=O)C.C1C=CC(P(C2C=CC=CC=2)C2C=CC=CC=2)=CC=1.[Cl:34][C:35]1[C:36]2[C:43]([I:44])=[CH:42][NH:41][C:37]=2[N:38]=[CH:39][N:40]=1.[C:45]([O:53][C@@H:54]1[C@@H:59]([CH2:60][O:61][C:62](=[O:69])[C:63]2[CH:68]=[CH:67][CH:66]=[CH:65][CH:64]=2)[O:58][CH:56](O)[C@@:55]1([F:71])[CH3:70])(=[O:52])[C:46]1[CH:51]=[CH:50][CH:49]=[CH:48][CH:47]=1. Product: [Cl:34][C:35]1[C:36]2[C:43]([I:44])=[CH:42][N:41]([C@@H:56]3[O:58][C@H:59]([CH2:60][O:61][C:62](=[O:69])[C:63]4[CH:68]=[CH:67][CH:66]=[CH:65][CH:64]=4)[C@@H:54]([O:53][C:45](=[O:52])[C:46]4[CH:51]=[CH:50][CH:49]=[CH:48][CH:47]=4)[C@:55]3([F:71])[CH3:70])[C:37]=2[N:38]=[CH:39][N:40]=1.